This data is from Forward reaction prediction with 1.9M reactions from USPTO patents (1976-2016). The task is: Predict the product of the given reaction. (1) Given the reactants [Cl:1][C:2]1[CH:10]=[CH:9][CH:8]=[C:7]([F:11])[C:3]=1C(O)=O.P(Cl)(Cl)(Cl)(Cl)Cl.[N-:18]=[N+]=[N-].[Na+].[NH2:22][C:23]1[CH:28]=[CH:27][C:26]([C:29]2[CH:37]=[CH:36][C:35]([C:38]3[NH:39][C:40]([CH3:43])=[CH:41][N:42]=3)=[C:34]3[C:30]=2[CH2:31][NH:32][C:33]3=[O:44])=[C:25]([F:45])[CH:24]=1.C([O:48][CH2:49]C)C, predict the reaction product. The product is: [Cl:1][C:2]1[CH:10]=[CH:9][CH:8]=[C:7]([F:11])[C:3]=1[NH:18][C:49]([NH:22][C:23]1[CH:28]=[CH:27][C:26]([C:29]2[CH:37]=[CH:36][C:35]([C:38]3[NH:39][C:40]([CH3:43])=[CH:41][N:42]=3)=[C:34]3[C:30]=2[CH2:31][NH:32][C:33]3=[O:44])=[C:25]([F:45])[CH:24]=1)=[O:48]. (2) Given the reactants Cl.[CH3:2][O:3][C:4](=[O:11])[C@H:5]([CH2:7][CH:8]([CH3:10])[CH3:9])[NH2:6].[O-]S([O-])(=O)=O.[Mg+2].[CH3:18][C:19]1([CH3:28])[CH:24]2[CH2:25][CH:20]1[CH2:21][CH:22]=[C:23]2[CH:26]=O.CCN(CC)CC.[BH4-].[Na+], predict the reaction product. The product is: [CH3:18][C:19]1([CH3:28])[CH:24]2[CH2:25][CH:20]1[CH2:21][CH:22]=[C:23]2[CH2:26][NH:6][C@@H:5]([CH2:7][CH:8]([CH3:10])[CH3:9])[C:4]([O:3][CH3:2])=[O:11]. (3) Given the reactants [NH2:1][C@H:2]1[C:11]2[C:6](=[CH:7][CH:8]=[C:9]([F:12])[CH:10]=2)[N:5]([C:13](=[O:15])[CH3:14])[C@@H:4]([CH2:16][CH3:17])[C@@H:3]1[CH3:18].Cl[C:20]1[CH:25]=[N:24][C:23]([CH3:26])=[CH:22][N:21]=1.CC(C)([O-])C.[Na+].CN(C1C(C2C(P(C3CCCCC3)C3CCCCC3)=CC=CC=2)=CC=CC=1)C, predict the reaction product. The product is: [CH2:16]([C@H:4]1[C@H:3]([CH3:18])[C@@H:2]([NH:1][C:20]2[CH:25]=[N:24][C:23]([CH3:26])=[CH:22][N:21]=2)[C:11]2[C:6](=[CH:7][CH:8]=[C:9]([F:12])[CH:10]=2)[N:5]1[C:13](=[O:15])[CH3:14])[CH3:17]. (4) Given the reactants CO[C:3]1[CH:4]=C2C(=C[CH:12]=1)C=NC(C(O)=O)=C2.C[O:17][C:18]([CH:20]1[CH2:29][C:28]2[C:23](=[CH:24][CH:25]=[C:26]([OH:30])[CH:27]=2)[CH2:22][N:21]1C(OC(C)(C)C)=O)=[O:19], predict the reaction product. The product is: [CH:3]([O:30][C:26]1[CH:27]=[C:28]2[C:23](=[CH:24][CH:25]=1)[CH2:22][NH:21][CH:20]([C:18]([OH:17])=[O:19])[CH2:29]2)([CH3:4])[CH3:12]. (5) Given the reactants N1C=CC=CC=1.P(Cl)(Cl)(Cl)(Cl)[Cl:8].[C:13]([CH:15]1[CH2:20][CH:19]2[CH2:21][CH2:22][CH:16]1[CH:17]=[CH:18]2)#[N:14], predict the reaction product. The product is: [Cl:8][C:15]1([C:13]#[N:14])[CH2:20][CH:19]2[CH2:21][CH2:22][CH:16]1[CH:17]=[CH:18]2. (6) Given the reactants [C:1]([C:5]1[CH:10]=[CH:9][C:8]([NH:11][C:12]2[C:13]3[CH2:24][CH2:23][N:22](CC4C=CC=CC=4)[CH2:21][C:14]=3[N:15]=[C:16]([CH2:18][O:19][CH3:20])[N:17]=2)=[CH:7][CH:6]=1)([CH3:4])([CH3:3])[CH3:2].C([O-])=O.[NH4+], predict the reaction product. The product is: [C:1]([C:5]1[CH:6]=[CH:7][C:8]([NH:11][C:12]2[C:13]3[CH2:24][CH2:23][NH:22][CH2:21][C:14]=3[N:15]=[C:16]([CH2:18][O:19][CH3:20])[N:17]=2)=[CH:9][CH:10]=1)([CH3:4])([CH3:2])[CH3:3]. (7) The product is: [CH2:33]([NH:35][C:26](=[O:27])[C:25]1[CH:29]=[CH:30][C:22]([C:19]2[CH:18]=[CH:17][C:16]([C:13]3([C:10]4[N:6]5[CH2:7][CH2:8][S:9][C:3]([CH2:2][OH:1])([CH3:31])[CH2:4][C:5]5=[N:12][N:11]=4)[CH2:14][CH2:15]3)=[CH:21][CH:20]=2)=[N:23][CH:24]=1)[CH3:34]. Given the reactants [OH:1][CH2:2][C:3]1([CH3:31])[S:9][CH2:8][CH2:7][N:6]2[C:10]([C:13]3([C:16]4[CH:21]=[CH:20][C:19]([C:22]5[CH:30]=[CH:29][C:25]([C:26](O)=[O:27])=[CH:24][N:23]=5)=[CH:18][CH:17]=4)[CH2:15][CH2:14]3)=[N:11][N:12]=[C:5]2[CH2:4]1.Cl.[CH2:33]([NH2:35])[CH3:34].Cl.C(N=C=NCCCN(C)C)C.C(=O)([O-])O.[Na+], predict the reaction product. (8) The product is: [C:1]([O:5][C:6](=[O:27])[NH:7][C:8]1[C:13]([NH2:14])=[CH:12][C:11]([C:17]2[CH:22]=[CH:21][CH:20]=[CH:19][C:18]=2[F:23])=[C:10]([N:24]([CH3:25])[CH3:26])[CH:9]=1)([CH3:4])([CH3:3])[CH3:2]. Given the reactants [C:1]([O:5][C:6](=[O:27])[NH:7][C:8]1[C:13]([N+:14]([O-])=O)=[CH:12][C:11]([C:17]2[CH:22]=[CH:21][CH:20]=[CH:19][C:18]=2[F:23])=[C:10]([N:24]([CH3:26])[CH3:25])[CH:9]=1)([CH3:4])([CH3:3])[CH3:2], predict the reaction product.